This data is from Forward reaction prediction with 1.9M reactions from USPTO patents (1976-2016). The task is: Predict the product of the given reaction. The product is: [N:18]1[CH:23]=[CH:22][CH:21]=[N:20][C:19]=1[N:24]1[CH2:29][CH2:28][N:27]([CH2:2][C:3]2[CH:8]=[CH:7][C:6]([C:9]3([NH:12][C:13](=[O:15])[CH3:14])[CH2:11][CH2:10]3)=[CH:5][CH:4]=2)[CH2:26][CH2:25]1. Given the reactants Cl[CH2:2][C:3]1[CH:8]=[CH:7][C:6]([C:9]2([NH:12][C:13](=[O:15])[CH3:14])[CH2:11][CH2:10]2)=[CH:5][CH:4]=1.Cl.Cl.[N:18]1[CH:23]=[CH:22][CH:21]=[N:20][C:19]=1[N:24]1[CH2:29][CH2:28][NH:27][CH2:26][CH2:25]1, predict the reaction product.